Dataset: Catalyst prediction with 721,799 reactions and 888 catalyst types from USPTO. Task: Predict which catalyst facilitates the given reaction. Reactant: [OH:1][C:2]1[N:7]=[CH:6][C:5]([O:8][C:9]2[CH:14]=[CH:13][C:12]([CH2:15][CH2:16][CH:17]([NH:19][C:20](=[O:22])[CH3:21])[CH3:18])=[CH:11][CH:10]=2)=[CH:4][CH:3]=1.CC(C)([O-])C.[K+].[CH2:29](Br)[C:30]1[CH:35]=[CH:34][CH:33]=[CH:32][CH:31]=1.C(OCC)(=O)C. Product: [CH2:29]([N:7]1[C:2](=[O:1])[CH:3]=[CH:4][C:5]([O:8][C:9]2[CH:14]=[CH:13][C:12]([CH2:15][CH2:16][CH:17]([NH:19][C:20](=[O:22])[CH3:21])[CH3:18])=[CH:11][CH:10]=2)=[CH:6]1)[C:30]1[CH:35]=[CH:34][CH:33]=[CH:32][CH:31]=1. The catalyst class is: 179.